Predict the product of the given reaction. From a dataset of Forward reaction prediction with 1.9M reactions from USPTO patents (1976-2016). Given the reactants [C:1]([CH2:4][CH2:5][C:6]1[C:18]([CH2:19][CH2:20][CH2:21][CH2:22][CH2:23][C:24]#[CH:25])=[CH:17][CH:16]=[CH:15][C:7]=1[O:8][CH2:9][CH2:10][CH2:11][C:12]([OH:14])=[O:13])([OH:3])=[O:2].[Br:26][C:27]1[CH:28]=[C:29](I)[CH:30]=[C:31]([Br:33])[CH:32]=1.C(O)(C(F)(F)F)=O, predict the reaction product. The product is: [C:1]([CH2:4][CH2:5][C:6]1[C:18]([CH2:19][CH2:20][CH2:21][CH2:22][CH2:23][C:24]#[C:25][C:29]2[CH:28]=[C:27]([Br:26])[CH:32]=[C:31]([Br:33])[CH:30]=2)=[CH:17][CH:16]=[CH:15][C:7]=1[O:8][CH2:9][CH2:10][CH2:11][C:12]([OH:14])=[O:13])([OH:3])=[O:2].